Dataset: NCI-60 drug combinations with 297,098 pairs across 59 cell lines. Task: Regression. Given two drug SMILES strings and cell line genomic features, predict the synergy score measuring deviation from expected non-interaction effect. (1) Drug 1: C1=NC2=C(N=C(N=C2N1C3C(C(C(O3)CO)O)F)Cl)N. Drug 2: CC12CCC3C(C1CCC2OP(=O)(O)O)CCC4=C3C=CC(=C4)OC(=O)N(CCCl)CCCl.[Na+]. Cell line: NCIH23. Synergy scores: CSS=10.1, Synergy_ZIP=-2.37, Synergy_Bliss=-1.63, Synergy_Loewe=-2.85, Synergy_HSA=-0.734. (2) Synergy scores: CSS=-1.43, Synergy_ZIP=0.514, Synergy_Bliss=-2.26, Synergy_Loewe=-5.23, Synergy_HSA=-5.23. Drug 2: CC(C)(C#N)C1=CC(=CC(=C1)CN2C=NC=N2)C(C)(C)C#N. Drug 1: CN(C)N=NC1=C(NC=N1)C(=O)N. Cell line: SK-MEL-2. (3) Drug 1: CC1=CC2C(CCC3(C2CCC3(C(=O)C)OC(=O)C)C)C4(C1=CC(=O)CC4)C. Drug 2: CC(C)NC(=O)C1=CC=C(C=C1)CNNC.Cl. Cell line: UACC62. Synergy scores: CSS=-0.340, Synergy_ZIP=0.831, Synergy_Bliss=0.311, Synergy_Loewe=-1.58, Synergy_HSA=-1.28.